Dataset: Forward reaction prediction with 1.9M reactions from USPTO patents (1976-2016). Task: Predict the product of the given reaction. (1) The product is: [CH2:25]([NH:28][C:7]1[N:6]=[C:5]([C:9]2[CH:10]=[CH:11][C:12](=[O:18])[N:13]([CH:15]([CH3:17])[CH3:16])[N:14]=2)[C:4]([C:19]2[CH:24]=[CH:23][CH:22]=[CH:21][CH:20]=2)=[N:3][C:2]=1[NH2:1])[CH:26]=[CH2:27]. Given the reactants [NH2:1][C:2]1[N:3]=[C:4]([C:19]2[CH:24]=[CH:23][CH:22]=[CH:21][CH:20]=2)[C:5]([C:9]2[CH:10]=[CH:11][C:12](=[O:18])[N:13]([CH:15]([CH3:17])[CH3:16])[N:14]=2)=[N:6][C:7]=1Br.[CH2:25]([NH2:28])[CH:26]=[CH2:27].O, predict the reaction product. (2) Given the reactants [CH:1]1([N:6]2[CH2:16][C:15]([CH3:18])([CH3:17])[C:14](=[O:19])[N:13]([CH3:20])[C:12]3[C:7]2=[N:8][C:9]([NH:21][C:22]2[CH:30]=[CH:29][C:25]([C:26]([OH:28])=O)=[CH:24][C:23]=2[O:31][CH3:32])=[N:10][CH:11]=3)[CH2:5][CH2:4][CH2:3][CH2:2]1.[N:33]1([CH:38]2[CH2:43][CH2:42][CH:41]([NH2:44])[CH2:40][CH2:39]2)[CH2:37][CH2:36][CH2:35][CH2:34]1.CCN(C(C)C)C(C)C.CN(C(ON1N=NC2C=CC=NC1=2)=[N+](C)C)C.F[P-](F)(F)(F)(F)F, predict the reaction product. The product is: [CH:1]1([N:6]2[CH2:16][C:15]([CH3:17])([CH3:18])[C:14](=[O:19])[N:13]([CH3:20])[C:12]3[C:7]2=[N:8][C:9]([NH:21][C:22]2[CH:30]=[CH:29][C:25]([C:26]([NH:44][CH:41]4[CH2:40][CH2:39][CH:38]([N:33]5[CH2:37][CH2:36][CH2:35][CH2:34]5)[CH2:43][CH2:42]4)=[O:28])=[CH:24][C:23]=2[O:31][CH3:32])=[N:10][CH:11]=3)[CH2:2][CH2:3][CH2:4][CH2:5]1. (3) Given the reactants [ClH:1].[NH2:2]N.C[N:5](/[CH:7]=[C:8]1/[CH:9]([C:17]2[CH:24]=[CH:23][C:20]([C:21]#[N:22])=[CH:19][C:18]=2[CH3:25])[CH2:10][CH2:11][C:12]([CH3:16])([CH3:15])[C:13]/1=O)C, predict the reaction product. The product is: [ClH:1].[CH3:15][C:12]1([CH3:16])[C:13]2[C:8](=[CH:7][NH:5][N:2]=2)[CH:9]([C:17]2[CH:24]=[CH:23][C:20]([C:21]#[N:22])=[CH:19][C:18]=2[CH3:25])[CH2:10][CH2:11]1. (4) Given the reactants Br[C:2]1[CH:3]=[C:4]2[C:9](=[C:10]([Cl:12])[CH:11]=1)[CH2:8][N:7]([CH3:13])[CH2:6][CH:5]2[C:14]1[CH:19]=[CH:18][C:17]([NH:20][C:21](=[O:23])[CH3:22])=[CH:16][CH:15]=1.[CH:24]1([CH2:27][NH2:28])[CH2:26][CH2:25]1, predict the reaction product. The product is: [ClH:12].[Cl:12][C:10]1[CH:11]=[C:2]([NH:28][CH2:27][CH:24]2[CH2:26][CH2:25]2)[CH:3]=[C:4]2[C:9]=1[CH2:8][N:7]([CH3:13])[CH2:6][CH:5]2[C:14]1[CH:19]=[CH:18][C:17]([NH:20][C:21](=[O:23])[CH3:22])=[CH:16][CH:15]=1. (5) Given the reactants [Cl:1][C:2]1[CH:7]=[C:6](I)[CH:5]=[CH:4][N:3]=1.C([Mg]Cl)(C)C.[O:14]1[CH2:17][C:16](=[O:18])[CH2:15]1, predict the reaction product. The product is: [Cl:1][C:2]1[CH:7]=[C:6]([C:16]2([OH:18])[CH2:17][O:14][CH2:15]2)[CH:5]=[CH:4][N:3]=1. (6) Given the reactants I[C:2]1[CH:8]=[CH:7][C:5]([NH2:6])=[CH:4][CH:3]=1.[C:9]([C:13]1[CH:14]=[CH:15][CH:16]=[CH:17][CH:18]=1)#[C:10][CH2:11][CH3:12].C(N(C(C)C)CC)(C)C, predict the reaction product. The product is: [C:13]1([CH2:9][CH2:10][C:11]#[C:12][C:2]2[CH:8]=[CH:7][C:5]([NH2:6])=[CH:4][CH:3]=2)[CH:14]=[CH:15][CH:16]=[CH:17][CH:18]=1.